This data is from Forward reaction prediction with 1.9M reactions from USPTO patents (1976-2016). The task is: Predict the product of the given reaction. (1) Given the reactants C([O:8][C:9]1[CH:14]=[CH:13][C:12]([CH:15]2[CH2:20][CH2:19][CH2:18][C:17](=[CH:21][C:22]([O:24][CH2:25][CH3:26])=[O:23])[CH2:16]2)=[CH:11][CH:10]=1)C1C=CC=CC=1.NC1C=CC(C2CCC(C(OC)=O)C2)=CC=1.S([O-])([O-])(=O)=O.[Mg+2], predict the reaction product. The product is: [OH:8][C:9]1[CH:10]=[CH:11][C:12]([CH:15]2[CH2:20][CH2:19][CH2:18][CH:17]([CH2:21][C:22]([O:24][CH2:25][CH3:26])=[O:23])[CH2:16]2)=[CH:13][CH:14]=1. (2) Given the reactants [CH3:1][O:2][C:3]([C:5]1[C:10]([Cl:11])=[C:9]([NH:12][CH2:13][C:14]2[O:15][CH:16]=[CH:17][CH:18]=2)[CH:8]=[C:7]([Cl:19])[N:6]=1)=[O:4].[CH:20]1(B(O)O)[CH2:22][CH2:21]1.P([O-])([O-])([O-])=O.[K+].[K+].[K+].F[B-](F)(F)F.C1(P([CH:52]2[CH2:57][CH2:56]CCC2)C2CCCCC2)CCCCC1, predict the reaction product. The product is: [CH3:1][O:2][C:3]([C:5]1[C:10]([Cl:11])=[C:9]([NH:12][CH2:13][C:14]2[O:15][CH:16]=[CH:17][CH:18]=2)[CH:8]=[C:7]([CH:20]2[CH2:22][CH2:21]2)[N:6]=1)=[O:4].[CH3:1][O:2][C:3]([C:5]1[C:10]([CH:56]2[CH2:57][CH2:52]2)=[C:9]([NH:12][CH2:13][C:14]2[O:15][CH:16]=[CH:17][CH:18]=2)[CH:8]=[C:7]([Cl:19])[N:6]=1)=[O:4]. (3) Given the reactants [CH2:1]1[O:11][C:4]2([CH2:9][CH2:8][C:7](=[O:10])[CH2:6][CH2:5]2)[O:3][CH2:2]1.C[Si](C)(C)[C:14]([F:17])([F:16])[F:15].[F-].C([N+](CCCC)(CCCC)CCCC)CCC.[Cl-].[NH4+], predict the reaction product. The product is: [F:15][C:14]([F:17])([F:16])[C:7]1([OH:10])[CH2:6][CH2:5][C:4]2([O:3][CH2:2][CH2:1][O:11]2)[CH2:9][CH2:8]1. (4) Given the reactants C([O:8][C:9]1[C:14](=[O:15])[CH:13]=[CH:12][N:11]([CH2:16][C:17]([F:20])([F:19])[F:18])[C:10]=1[CH3:21])C1C=CC=CC=1, predict the reaction product. The product is: [OH:8][C:9]1[C:14](=[O:15])[CH:13]=[CH:12][N:11]([CH2:16][C:17]([F:20])([F:18])[F:19])[C:10]=1[CH3:21].